From a dataset of Forward reaction prediction with 1.9M reactions from USPTO patents (1976-2016). Predict the product of the given reaction. (1) Given the reactants Br[C:2]1[CH:7]=[CH:6][C:5]([C:8]2[N:12]([CH2:13][C@@H:14]3[CH2:18][CH2:17][N:16]([C:19]([CH:21]4[CH2:23][CH2:22]4)=[O:20])[CH2:15]3)[CH:11]=[N:10][N:9]=2)=[C:4]([F:24])[CH:3]=1.[N:25]1([C:30]2[CH:35]=[CH:34][C:33](B(O)O)=[CH:32][CH:31]=2)[CH:29]=[CH:28][CH:27]=[N:26]1, predict the reaction product. The product is: [CH:21]1([C:19]([N:16]2[CH2:17][CH2:18][C@@H:14]([CH2:13][N:12]3[CH:11]=[N:10][N:9]=[C:8]3[C:5]3[CH:6]=[CH:7][C:2]([C:33]4[CH:32]=[CH:31][C:30]([N:25]5[CH:29]=[CH:28][CH:27]=[N:26]5)=[CH:35][CH:34]=4)=[CH:3][C:4]=3[F:24])[CH2:15]2)=[O:20])[CH2:23][CH2:22]1. (2) Given the reactants [O:1]1[CH:5]=[CH:4][CH:3]=[C:2]1[CH:6]=[C:7]([C:10]#[N:11])[C:8]#[N:9].[C:12]([O:18][CH2:19][CH3:20])(=[O:17])[CH2:13][C:14]([CH3:16])=[O:15], predict the reaction product. The product is: [NH2:9][C:8]1[O:15][C:14]([CH3:16])=[C:13]([C:12]([O:18][CH2:19][CH3:20])=[O:17])[CH:6]([C:2]2[O:1][CH:5]=[CH:4][CH:3]=2)[C:7]=1[C:10]#[N:11]. (3) Given the reactants [NH2:1][C:2]1[N:7]=[C:6]([C:8]2[O:9][CH:10]=[CH:11][C:12]=2[CH3:13])[C:5]([C:14]#[N:15])=[C:4](SC)[N:3]=1.[OH:18][CH2:19][C:20]1[CH:25]=[CH:24][CH:23]=[CH:22][N:21]=1.C1CCN2C(=NCCC2)CC1, predict the reaction product. The product is: [NH2:1][C:2]1[N:7]=[C:6]([C:8]2[O:9][CH:10]=[CH:11][C:12]=2[CH3:13])[C:5]([C:14]#[N:15])=[C:4]([O:18][CH2:19][C:20]2[CH:25]=[CH:24][CH:23]=[CH:22][N:21]=2)[N:3]=1. (4) Given the reactants [CH2:1]([N:8]1[C:16](=[O:17])[C:15]2[N:14]=[CH:13][N:12]([C@H]3O[C@@H](CO)[C@H](O)[C@@H]3O)[C:11]=2[N:10]=[CH:9]1)[C:2]1[CH:7]=[CH:6][CH:5]=[CH:4][CH:3]=1.Cl[Si](C(C)C)(C(C)C)O[Si](Cl)(C(C)C)C(C)C, predict the reaction product. The product is: [CH2:1]([N:8]1[C:16](=[O:17])[C:15]2[NH:14][CH:13]=[N:12][C:11]=2[N:10]=[CH:9]1)[C:2]1[CH:3]=[CH:4][CH:5]=[CH:6][CH:7]=1.